Dataset: Reaction yield outcomes from USPTO patents with 853,638 reactions. Task: Predict the reaction yield, written as a fraction of the theoretical maximum amount of product (1.0 means a 100% yield; for example, 0.34 means a 34% yield). (1) The reactants are Cl.[F:2][C:3]1[CH:8]=[CH:7][C:6]([N:9]2[C:18]3[C:13](=[CH:14][C:15]([O:19][CH:20]4[CH2:25][CH2:24][NH:23][CH2:22][CH2:21]4)=[CH:16][CH:17]=3)[CH2:12][CH2:11][C:10]2=[O:26])=[CH:5][CH:4]=1.C(=O)([O-])[O-].[K+].[K+].Br[CH2:34][CH:35]1[CH2:37][CH2:36]1. The catalyst is CN(C)C=O.O. The product is [CH:35]1([CH2:34][N:23]2[CH2:22][CH2:21][CH:20]([O:19][C:15]3[CH:14]=[C:13]4[C:18](=[CH:17][CH:16]=3)[N:9]([C:6]3[CH:7]=[CH:8][C:3]([F:2])=[CH:4][CH:5]=3)[C:10](=[O:26])[CH2:11][CH2:12]4)[CH2:25][CH2:24]2)[CH2:37][CH2:36]1. The yield is 0.350. (2) The reactants are [CH3:1][O:2][C:3](=[O:30])[NH:4][CH:5]([C:9]([N:11]1[CH:17]([C:18]2[NH:19][C:20]([C:23]3[CH:28]=[CH:27][C:26](Br)=[CH:25][CH:24]=3)=[CH:21][N:22]=2)[CH2:16][C:13]2([CH2:15][CH2:14]2)[CH2:12]1)=[O:10])[CH:6]([CH3:8])[CH3:7].B1(B2OC(C)(C)C(C)(C)O2)OC(C)(C)C(C)(C)O1.C([O-])(=O)C.[K+].[CH3:54][O:55][C:56](=[O:87])[NH:57][CH:58]([C:62]([N:64]1[CH:70]([C:71]2[NH:72][C:73]([C:76]3[CH:85]=[CH:84][C:83]4[C:78](=[CH:79][CH:80]=[C:81](Br)[CH:82]=4)[CH:77]=3)=[CH:74][N:75]=2)[CH2:69][C:66]2([CH2:68][CH2:67]2)[CH2:65]1)=[O:63])[CH:59]([CH3:61])[CH3:60].P([O-])([O-])([O-])=O.[K+].[K+].[K+]. The catalyst is O1CCOCC1.[Pd](Cl)Cl. The product is [CH3:54][O:55][C:56](=[O:87])[NH:57][CH:58]([C:62]([N:64]1[CH:70]([C:71]2[NH:72][C:73]([C:76]3[CH:85]=[CH:84][C:83]4[C:78](=[CH:79][CH:80]=[C:81]([C:26]5[CH:25]=[CH:24][C:23]([C:20]6[NH:19][C:18]([CH:17]7[CH2:16][C:13]8([CH2:14][CH2:15]8)[CH2:12][N:11]7[C:9](=[O:10])[CH:5]([NH:4][C:3]([O:2][CH3:1])=[O:30])[CH:6]([CH3:8])[CH3:7])=[N:22][CH:21]=6)=[CH:28][CH:27]=5)[CH:82]=4)[CH:77]=3)=[CH:74][N:75]=2)[CH2:69][C:66]2([CH2:68][CH2:67]2)[CH2:65]1)=[O:63])[CH:59]([CH3:61])[CH3:60]. The yield is 0.240. (3) The reactants are [Br:1][C:2]1[CH:3]=[CH:4][C:5]([O:32][C:33]2[CH:38]=[CH:37][C:36]([C:39]([O:41]C)=[O:40])=[CH:35][CH:34]=2)=[C:6]([CH:8]2[C:13]3([C:21]4[C:16](=[CH:17][C:18]([Cl:22])=[CH:19][CH:20]=4)[NH:15][C:14]3=[O:23])[CH:12]([C:24]3[CH:29]=[CH:28][CH:27]=[C:26]([Cl:30])[CH:25]=3)[CH2:11][C:10](=[O:31])[NH:9]2)[CH:7]=1.[OH-].[Na+].CO.Cl. The catalyst is O1CCCC1. The product is [Br:1][C:2]1[CH:3]=[CH:4][C:5]([O:32][C:33]2[CH:38]=[CH:37][C:36]([C:39]([OH:41])=[O:40])=[CH:35][CH:34]=2)=[C:6]([CH:8]2[C:13]3([C:21]4[C:16](=[CH:17][C:18]([Cl:22])=[CH:19][CH:20]=4)[NH:15][C:14]3=[O:23])[CH:12]([C:24]3[CH:29]=[CH:28][CH:27]=[C:26]([Cl:30])[CH:25]=3)[CH2:11][C:10](=[O:31])[NH:9]2)[CH:7]=1. The yield is 0.740. (4) The reactants are [CH:1]([N:4]1[CH:8]=[N:7][N:6]=[C:5]1[C:9]1[S:10][C:11]2[CH2:12][CH2:13][O:14][C:15]3[CH:22]=[C:21]([CH:23]=O)[CH:20]=[CH:19][C:16]=3[C:17]=2[N:18]=1)([CH3:3])[CH3:2].[CH2:25]([CH2:27][NH2:28])[OH:26]. No catalyst specified. The product is [CH:1]([N:4]1[CH:8]=[N:7][N:6]=[C:5]1[C:9]1[S:10][C:11]2[CH2:12][CH2:13][O:14][C:15]3[CH:22]=[C:21]([CH2:23][NH:28][CH2:27][CH2:25][OH:26])[CH:20]=[CH:19][C:16]=3[C:17]=2[N:18]=1)([CH3:3])[CH3:2]. The yield is 0.270. (5) The reactants are [CH3:1][O:2][C:3](=[O:22])[C:4]1[CH:9]=[C:8]([N+:10]([O-])=O)[C:7]([NH2:13])=[C:6]([F:14])[C:5]=1[NH:15][C:16]1[CH:21]=[CH:20][CH:19]=[CH:18][CH:17]=1.[CH:23](O)=O. The catalyst is C(O)C.[OH-].[OH-].[Pd+2]. The product is [CH3:1][O:2][C:3]([C:4]1[C:5]([NH:15][C:16]2[CH:21]=[CH:20][CH:19]=[CH:18][CH:17]=2)=[C:6]([F:14])[C:7]2[N:13]=[CH:23][NH:10][C:8]=2[CH:9]=1)=[O:22]. The yield is 0.860. (6) The reactants are Br[CH2:2][C:3]1[N:4]([CH3:22])[C:5](=O)[C:6]2[C:11]([C:12]=1[C:13]1[CH:18]=[CH:17][CH:16]=[CH:15][CH:14]=1)=[CH:10][C:9]([O:19][CH3:20])=[CH:8][CH:7]=2.[C-:23]#[N:24].[K+]. The catalyst is C(O)(C)C.O. The product is [C:23]([CH2:2][C:3]1[N:4]([CH3:22])[CH2:5][C:6]2[C:11]([C:12]=1[C:13]1[CH:18]=[CH:17][CH:16]=[CH:15][CH:14]=1)=[CH:10][C:9]([O:19][CH3:20])=[CH:8][CH:7]=2)#[N:24]. The yield is 0.860. (7) The reactants are [Br:1][C:2]1[C:3]([CH3:11])=[N:4][CH:5]=[C:6]([C:9]=1[Cl:10])[C:7]#[N:8].[CH3:12][Si]([N-][Si](C)(C)C)(C)C.[Li+].IC. The catalyst is O1CCCC1. The product is [Br:1][C:2]1[C:3]([CH2:11][CH3:12])=[N:4][CH:5]=[C:6]([C:9]=1[Cl:10])[C:7]#[N:8]. The yield is 0.180.